From a dataset of Full USPTO retrosynthesis dataset with 1.9M reactions from patents (1976-2016). Predict the reactants needed to synthesize the given product. Given the product [CH3:6][NH:7][CH2:9][CH:10]([OH:17])[CH2:11][N:12]1[CH2:16][CH2:15][CH2:14][CH2:13]1, predict the reactants needed to synthesize it. The reactants are: C(O[C:6](=O)[N:7]([CH2:9][CH:10]([OH:17])[CH2:11][N:12]1[CH2:16][CH2:15][CH2:14][CH2:13]1)C)(C)(C)C.C(O)(C(F)(F)F)=O.